From a dataset of Catalyst prediction with 721,799 reactions and 888 catalyst types from USPTO. Predict which catalyst facilitates the given reaction. (1) Reactant: [Cl:1][C:2]1[C:10]([Cl:11])=[CH:9][C:5]2[N:6]=[CH:7][NH:8][C:4]=2[CH:3]=1.F[C:13]1[CH:20]=[CH:19][C:16]([CH:17]=[O:18])=[CH:15][CH:14]=1.C(=O)([O-])[O-].[K+].[K+].O. Product: [Cl:11][C:10]1[C:2]([Cl:1])=[CH:3][C:4]2[N:8]([C:13]3[CH:20]=[CH:19][C:16]([CH:17]=[O:18])=[CH:15][CH:14]=3)[CH:7]=[N:6][C:5]=2[CH:9]=1. The catalyst class is: 16. (2) The catalyst class is: 1. Reactant: NCCCCCC(N[C@@H](CC(C)C)C(NCC(N[C@@H](CCCCNC(=O)C(F)(F)F)C(N[C@@H](CC1C=CC=CC=1)C(NC)=O)=O)=O)=O)=O.[CH:49]1[C:54](C(O)=O)=[CH:53][C:52]2[C:58]([O:60][C:61]3([C:71]4[CH:72]=[CH:73][C:74]([OH:76])=[CH:75][C:70]=4[O:69][C:63]4[CH:64]=[C:65]([OH:68])[CH:66]=[CH:67][C:62]3=4)[C:51]=2[CH:50]=1)=[O:59].F[P-](F)(F)(F)(F)F.N1(O[P+](N(C)C)(N(C)C)N(C)C)C2C=CC=CC=2N=N1.C(N(CC)CC)C. Product: [OH:68][C:65]1[CH:64]=[C:63]2[C:62](=[CH:67][CH:66]=1)[C:61]([C:51]1[CH:50]=[CH:49][CH:54]=[CH:53][C:52]=1[C:58]([OH:60])=[O:59])=[C:71]1[C:70](=[CH:75][C:74](=[O:76])[CH:73]=[CH:72]1)[O:69]2. (3) Reactant: [Br:1][C:2]1[CH:8]=[CH:7][C:5]([NH2:6])=[C:4]([CH3:9])[CH:3]=1.CCN(C(C)C)C(C)C.CN(C=O)C.[CH:24]1([C:27](Cl)=[O:28])[CH2:26][CH2:25]1. Product: [Br:1][C:2]1[CH:8]=[CH:7][C:5]([NH:6][C:27]([CH:24]2[CH2:26][CH2:25]2)=[O:28])=[C:4]([CH3:9])[CH:3]=1. The catalyst class is: 161. (4) Reactant: [NH:1]1[C:9]2[C:4](=[C:5]([NH:10][C:11](=[O:21])[CH2:12][C:13]3[CH:18]=[CH:17][CH:16]=[C:15]([O:19][CH3:20])[CH:14]=3)[CH:6]=[CH:7][CH:8]=2)[CH:3]=[CH:2]1.[NH2:22][C:23]1[N:28]=[C:27](Cl)[CH:26]=[CH:25][N:24]=1.C([O-])([O-])=O.[Cs+].[Cs+].O. Product: [NH2:22][C:23]1[N:28]=[C:27]([N:1]2[C:9]3[C:4](=[C:5]([NH:10][C:11](=[O:21])[CH2:12][C:13]4[CH:18]=[CH:17][CH:16]=[C:15]([O:19][CH3:20])[CH:14]=4)[CH:6]=[CH:7][CH:8]=3)[CH:3]=[CH:2]2)[CH:26]=[CH:25][N:24]=1. The catalyst class is: 3. (5) Product: [CH3:5][O:6][C:7](=[O:22])[C:8]([C@H:11]1[CH2:12][CH2:13][C@H:14]([N:1]=[N+:2]=[N-:3])[CH2:15][CH2:16]1)([CH3:10])[CH3:9]. The catalyst class is: 35. Reactant: [N-:1]=[N+:2]=[N-:3].[Na+].[CH3:5][O:6][C:7](=[O:22])[C:8]([C@H:11]1[CH2:16][CH2:15][C@@H:14](OS(C)(=O)=O)[CH2:13][CH2:12]1)([CH3:10])[CH3:9]. (6) Reactant: [S:1]1[CH:5]=[CH:4][C:3]2[CH:6]=[C:7]([C:10]3[CH:19]=[CH:18][C:17]4[C:12](=[CH:13][CH:14]=[C:15]([O:20]C)[CH:16]=4)[C:11]=3[O:22][C:23]3[CH:37]=[CH:36][C:26]([O:27][CH2:28][CH2:29][N:30]4[CH2:35][CH2:34][CH2:33][CH2:32][CH2:31]4)=[CH:25][CH:24]=3)[CH:8]=[CH:9][C:2]1=2.C([S-])C.[Na+]. Product: [S:1]1[CH:5]=[CH:4][C:3]2[CH:6]=[C:7]([C:10]3[C:11]([O:22][C:23]4[CH:24]=[CH:25][C:26]([O:27][CH2:28][CH2:29][N:30]5[CH2:31][CH2:32][CH2:33][CH2:34][CH2:35]5)=[CH:36][CH:37]=4)=[C:12]4[C:17](=[CH:18][CH:19]=3)[CH:16]=[C:15]([OH:20])[CH:14]=[CH:13]4)[CH:8]=[CH:9][C:2]1=2. The catalyst class is: 9.